This data is from Full USPTO retrosynthesis dataset with 1.9M reactions from patents (1976-2016). The task is: Predict the reactants needed to synthesize the given product. Given the product [CH3:17][O:16][C:14]([C@@H:9]1[CH2:10][C@@H:11]([O:13][S:33]([C:30]2[CH:31]=[CH:32][C:27]([CH3:37])=[CH:28][CH:29]=2)(=[O:35])=[O:34])[CH2:12][N:8]1[C:6]([O:5][C:1]([CH3:4])([CH3:3])[CH3:2])=[O:7])=[O:15], predict the reactants needed to synthesize it. The reactants are: [C:1]([O:5][C:6]([N:8]1[CH2:12][C@H:11]([OH:13])[CH2:10][C@H:9]1[C:14]([O:16][CH3:17])=[O:15])=[O:7])([CH3:4])([CH3:3])[CH3:2].CCN(C(C)C)C(C)C.[C:27]1([CH3:37])[CH:32]=[CH:31][C:30]([S:33](Cl)(=[O:35])=[O:34])=[CH:29][CH:28]=1.